The task is: Predict which catalyst facilitates the given reaction.. This data is from Catalyst prediction with 721,799 reactions and 888 catalyst types from USPTO. Reactant: C([O:5][C:6]([NH:8][CH2:9][C:10]1([C:33]2[CH:38]=[CH:37][CH:36]=[C:35]([Cl:39])[CH:34]=2)[CH2:15][CH2:14][CH:13]([N:16]2[C:21](=[O:22])[CH2:20][N:19]([C:23]3[CH:24]=[C:25]([CH:29]=[CH:30][CH:31]=3)[C:26]([OH:28])=[O:27])[C:18](=[O:32])[CH2:17]2)[CH2:12][CH2:11]1)=[O:7])(C)(C)C.C(OC(C(N)C1(C2C=CC=C(Cl)C=2)CCC(N(CC(O)=O)C(CNC2C=C(C=CC=2)C(O)=O)=O)CC1)=O)(C)(C)C.FC(F)(F)C(O)=O. Product: [CH:6]([OH:7])=[O:5].[NH2:8][CH2:9][C:10]1([C:33]2[CH:38]=[CH:37][CH:36]=[C:35]([Cl:39])[CH:34]=2)[CH2:11][CH2:12][CH:13]([N:16]2[C:21](=[O:22])[CH2:20][N:19]([C:23]3[CH:24]=[C:25]([CH:29]=[CH:30][CH:31]=3)[C:26]([OH:28])=[O:27])[C:18](=[O:32])[CH2:17]2)[CH2:14][CH2:15]1. The catalyst class is: 4.